Dataset: Reaction yield outcomes from USPTO patents with 853,638 reactions. Task: Predict the reaction yield, written as a fraction of the theoretical maximum amount of product (1.0 means a 100% yield; for example, 0.34 means a 34% yield). (1) The product is [Cl:32][C:27]1[CH:28]=[C:29]2[C:24](=[CH:25][CH:26]=1)[C:23](=[O:33])[N:22]([C:18]1[CH:17]=[C:16]([NH:39][S:36]([CH2:34][CH3:35])(=[O:38])=[O:37])[CH:21]=[N:20][CH:19]=1)[CH2:31][CH2:30]2. The catalyst is [Cu]I.O1CCOCC1. The reactants are N1CCC[C@H]1C(O)=O.C([O-])([O-])=O.[Cs+].[Cs+].Br[C:16]1[CH:17]=[C:18]([N:22]2[CH2:31][CH2:30][C:29]3[C:24](=[CH:25][CH:26]=[C:27]([Cl:32])[CH:28]=3)[C:23]2=[O:33])[CH:19]=[N:20][CH:21]=1.[CH2:34]([S:36]([NH2:39])(=[O:38])=[O:37])[CH3:35]. The yield is 0.200. (2) The reactants are [ClH:1].Cl.[NH2:3][CH:4]1[CH2:9][CH2:8][N:7]([CH2:10][C@H:11]2[N:21]3[C:22]4[N:13]([C:14](=[O:24])[CH:15]=[CH:16][C:17]=4[CH:18]=[CH:19][C:20]3=[O:23])[CH2:12]2)[CH2:6][CH2:5]1.C(N(CC)CC)C.[S:32]1[C:40]2[CH:39]=[C:38]([CH:41]=O)[N:37]=[CH:36][C:35]=2[O:34][CH2:33]1.[BH-](OC(C)=O)(OC(C)=O)OC(C)=O.[Na+].C([O-])(O)=O.[Na+]. The catalyst is C(Cl)(Cl)Cl.CO. The product is [ClH:1].[S:32]1[C:40]2[CH:39]=[C:38]([CH2:41][NH:3][CH:4]3[CH2:5][CH2:6][N:7]([CH2:10][C@H:11]4[N:21]5[C:22]6[N:13]([C:14](=[O:24])[CH:15]=[CH:16][C:17]=6[CH:18]=[CH:19][C:20]5=[O:23])[CH2:12]4)[CH2:8][CH2:9]3)[N:37]=[CH:36][C:35]=2[O:34][CH2:33]1. The yield is 0.830. (3) The reactants are [Cl:1][C:2]1[N:7]=[C:6]([NH:8][CH2:9][CH3:10])[C:5]([N+:11]([O-])=O)=[CH:4][N:3]=1.[H][H]. The catalyst is C1COCC1.[Ni]. The product is [Cl:1][C:2]1[N:7]=[C:6]([NH:8][CH2:9][CH3:10])[C:5]([NH2:11])=[CH:4][N:3]=1. The yield is 0.920.